Dataset: Catalyst prediction with 721,799 reactions and 888 catalyst types from USPTO. Task: Predict which catalyst facilitates the given reaction. (1) Reactant: C(OC(=O)[NH:10][C:11]1[C:12]([C:28]([NH:30][C:31]2[CH:32]=[N:33][CH:34]=[CH:35][C:36]=2[N:37]2[CH2:42][C@H:41]([CH3:43])[CH2:40][C@H:39]([NH:44]C(OC(C)(C)C)=O)[CH2:38]2)=[O:29])=[N:13][C:14]2[C:19]([CH:20]=1)=[CH:18][CH:17]=[C:16]([N:21]1[CH2:26][CH2:25][N:24]([CH3:27])[CH2:23][CH2:22]1)[CH:15]=2)C1C=CC=CC=1.Br. Product: [NH2:10][C:11]1[C:12]([C:28]([NH:30][C:31]2[CH:32]=[N:33][CH:34]=[CH:35][C:36]=2[N:37]2[CH2:42][C@H:41]([CH3:43])[CH2:40][C@H:39]([NH2:44])[CH2:38]2)=[O:29])=[N:13][C:14]2[C:19]([CH:20]=1)=[CH:18][CH:17]=[C:16]([N:21]1[CH2:26][CH2:25][N:24]([CH3:27])[CH2:23][CH2:22]1)[CH:15]=2. The catalyst class is: 52. (2) Reactant: [Cl:1][C:2]1[CH:7]=[CH:6][C:5]([C:8]2([OH:40])[CH2:13][CH2:12][N:11]([CH2:14][CH2:15][CH:16]=[C:17]3[C:27]4[C:22](=[N:23][CH:24]=[CH:25][CH:26]=4)[O:21][C:20]4[CH:28]=[CH:29][CH:30]=[C:31]([C:32]5[CH:37]=[CH:36][CH:35]=[CH:34][C:33]=5[CH:38]=[O:39])[C:19]=4[CH2:18]3)[CH2:10][CH2:9]2)=[CH:4][CH:3]=1.S(N)(=O)(=O)[OH:42].Cl([O-])=O.[Na+]. Product: [C:38]([C:33]1[CH:34]=[CH:35][CH:36]=[CH:37][C:32]=1[C:31]1[C:19]2[CH2:18][C:17](=[CH:16][CH2:15][CH2:14][N:11]3[CH2:12][CH2:13][C:8]([C:5]4[CH:6]=[CH:7][C:2]([Cl:1])=[CH:3][CH:4]=4)([OH:40])[CH2:9][CH2:10]3)[C:27]3[C:22]([O:21][C:20]=2[CH:28]=[CH:29][CH:30]=1)=[N:23][CH:24]=[CH:25][CH:26]=3)([OH:42])=[O:39]. The catalyst class is: 86. (3) Reactant: C(=O)([O-])[O-].[Cs+].[Cs+].[OH:7][C:8]1[C:9]([O:19][CH3:20])=[CH:10][C:11]([N+:16]([O-:18])=[O:17])=[C:12]([CH:15]=1)[CH:13]=[O:14].[CH3:21][O:22][CH2:23][CH2:24][O:25][CH2:26][CH2:27]OS(C1C=CC(C)=CC=1)(=O)=O. Product: [CH3:20][O:19][C:9]1[C:8]([O:7][CH2:27][CH2:26][O:25][CH2:24][CH2:23][O:22][CH3:21])=[CH:15][C:12]([CH:13]=[O:14])=[C:11]([N+:16]([O-:18])=[O:17])[CH:10]=1. The catalyst class is: 3. (4) Reactant: Cl[C:2]1[N:7]=[N:6][C:5]([C:8]([NH2:10])=[O:9])=[C:4]([NH:11][C:12]2[CH:17]=[CH:16][CH:15]=[C:14]([C:18]([O:21][CH3:22])([CH3:20])[CH3:19])[N:13]=2)[CH:3]=1.[CH2:23]([NH2:26])[CH2:24][NH2:25]. Product: [NH2:25][CH2:24][CH2:23][NH:26][C:2]1[N:7]=[N:6][C:5]([C:8]([NH2:10])=[O:9])=[C:4]([NH:11][C:12]2[CH:17]=[CH:16][CH:15]=[C:14]([C:18]([O:21][CH3:22])([CH3:20])[CH3:19])[N:13]=2)[CH:3]=1. The catalyst class is: 16. (5) Reactant: Cl[C:2]1[N:7]=[C:6]([C:8]2[CH:13]=[CH:12][CH:11]=[CH:10][CH:9]=2)[CH:5]=[C:4]([C:14]2[CH:19]=[CH:18][CH:17]=[CH:16][CH:15]=2)[N:3]=1.N[C:21]1[CH:26]=[CH:25][CH:24]=[CH:23][C:22]=1[C:27]1[CH:32]=[CH:31][CH:30]=[CH:29][CH:28]=1.[H-].[Na+].[N:35]1[CH:40]=[CH:39][CH:38]=[CH:37][CH:36]=1. Product: [C:22]1([C:27]2[CH:32]=[CH:31][CH:30]=[CH:29][CH:28]=2)[CH:23]=[CH:24][CH:25]=[C:26]([N:7]([C:2]2[N:3]=[C:38]([C:37]3[CH:14]=[CH:4][CH:5]=[CH:6][CH:36]=3)[CH:39]=[C:40]([C:13]3[CH:8]=[CH:9][CH:10]=[CH:11][CH:12]=3)[N:35]=2)[C:2]2[N:7]=[C:6]([C:8]3[CH:13]=[CH:12][CH:11]=[CH:10][CH:9]=3)[CH:5]=[C:4]([C:14]3[CH:19]=[CH:18][CH:17]=[CH:16][CH:15]=3)[N:3]=2)[CH:21]=1. The catalyst class is: 11. (6) Reactant: O.O.C1(C)C=CC=CC=1NC1NC2C=C(CC([NH:22][C:23]3[CH:28]=[CH:27][C:26]([C@H:29]([CH3:34])[CH2:30][C:31]([OH:33])=[O:32])=[CH:25][CH:24]=3)=O)C=CC=2N=1.C([O-])=O.[NH4+].[CH2:40](O)[CH3:41]. Product: [NH2:22][C:23]1[CH:24]=[CH:25][C:26]([C@H:29]([CH3:34])[CH2:30][C:31]([O:33][CH2:40][CH3:41])=[O:32])=[CH:27][CH:28]=1. The catalyst class is: 45. (7) Reactant: [C:1]([O:5][C:6]([N:8]1[CH2:12][C@H:11]([O:13][CH2:14][CH:15]=[C:16]([CH3:18])[CH3:17])[CH2:10][C@@H:9]1[C@H:19]1[O:23][C:22]([CH3:25])([CH3:24])[N:21]([C:26](=[O:28])[CH3:27])[C@H:20]1[CH2:29][C:30]1[CH:35]=[C:34]([F:36])[CH:33]=[C:32]([F:37])[CH:31]=1)=[O:7])([CH3:4])([CH3:3])[CH3:2].[H][H]. Product: [C:1]([O:5][C:6]([N:8]1[CH2:12][C@H:11]([O:13][CH2:14][CH2:15][CH:16]([CH3:17])[CH3:18])[CH2:10][C@@H:9]1[C@H:19]1[O:23][C:22]([CH3:24])([CH3:25])[N:21]([C:26](=[O:28])[CH3:27])[C@H:20]1[CH2:29][C:30]1[CH:35]=[C:34]([F:36])[CH:33]=[C:32]([F:37])[CH:31]=1)=[O:7])([CH3:3])([CH3:4])[CH3:2]. The catalyst class is: 43.